This data is from Reaction yield outcomes from USPTO patents with 853,638 reactions. The task is: Predict the reaction yield, written as a fraction of the theoretical maximum amount of product (1.0 means a 100% yield; for example, 0.34 means a 34% yield). (1) The reactants are [Cl:1][C:2]1[CH:3]=[C:4]([CH:40]=[CH:41][C:42]=1[O:43][CH:44]([CH3:46])[CH3:45])[C:5]([NH:7][C@@H:8]([CH2:21][C:22]1[CH:27]=[CH:26][C:25]([C:28]2[N:29]=[C:30]3[C:35]([CH:36]([OH:38])[CH3:37])=[CH:34][CH:33]=[CH:32][N:31]3[CH:39]=2)=[CH:24][CH:23]=1)[CH2:9][N:10]1C(=O)C2C(=CC=CC=2)C1=O)=[O:6].O.NN. The catalyst is C(O)C. The product is [NH2:10][CH2:9][C@@H:8]([NH:7][C:5](=[O:6])[C:4]1[CH:40]=[CH:41][C:42]([O:43][CH:44]([CH3:45])[CH3:46])=[C:2]([Cl:1])[CH:3]=1)[CH2:21][C:22]1[CH:27]=[CH:26][C:25]([C:28]2[N:29]=[C:30]3[C:35]([CH:36]([OH:38])[CH3:37])=[CH:34][CH:33]=[CH:32][N:31]3[CH:39]=2)=[CH:24][CH:23]=1. The yield is 1.00. (2) The reactants are Br[C:2]1[CH:3]=[C:4]2[C:8](=[CH:9][CH:10]=1)[CH2:7][C@H:6]([NH:11][S:12]([CH:15]([CH3:17])[CH3:16])(=[O:14])=[O:13])[CH2:5]2.[CH3:18][C:19]1([CH3:35])[C:23]([CH3:25])([CH3:24])[O:22][B:21]([B:21]2[O:22][C:23]([CH3:25])([CH3:24])[C:19]([CH3:35])([CH3:18])[O:20]2)[O:20]1.C([O-])(=O)C.[K+]. The catalyst is CN(C=O)C.C1C=CC(P(C2C=CC=CC=2)[C-]2C=CC=C2)=CC=1.C1C=CC(P(C2C=CC=CC=2)[C-]2C=CC=C2)=CC=1.Cl[Pd]Cl.[Fe+2]. The product is [CH3:18][C:19]1([CH3:35])[C:23]([CH3:25])([CH3:24])[O:22][B:21]([C:2]2[CH:3]=[C:4]3[C:8](=[CH:9][CH:10]=2)[CH2:7][C@H:6]([NH:11][S:12]([CH:15]([CH3:17])[CH3:16])(=[O:14])=[O:13])[CH2:5]3)[O:20]1. The yield is 0.407. (3) The reactants are [Br:1][C:2]1[C:6]2[C:7](Cl)=[N:8][CH:9]=[CH:10][C:5]=2[S:4][CH:3]=1.[NH4+:12].[OH-]. The catalyst is O1CCOCC1. The product is [Br:1][C:2]1[C:6]2[C:7]([NH2:12])=[N:8][CH:9]=[CH:10][C:5]=2[S:4][CH:3]=1. The yield is 0.940. (4) The reactants are [NH2:1][C:2]1[CH:8]=[CH:7][CH:6]=[CH:5][C:3]=1[NH2:4].C(N(CC)CC)C.[Cl:16][C:17]1[CH:22]=[CH:21][C:20]([C:23]2[N:28]=[C:27](Cl)[C:26]([Cl:30])=[C:25]([C:31]([O:33][CH3:34])=[O:32])[N:24]=2)=[C:19]([F:35])[C:18]=1[O:36][CH3:37].O. The catalyst is CS(C)=O. The product is [NH2:1][C:2]1[CH:8]=[CH:7][CH:6]=[CH:5][C:3]=1[NH:4][C:25]1([C:31]([O:33][CH3:34])=[O:32])[C:26]([Cl:30])=[CH:27][N:28]=[C:23]([C:20]2[CH:21]=[CH:22][C:17]([Cl:16])=[C:18]([O:36][CH3:37])[C:19]=2[F:35])[NH:24]1. The yield is 0.920. (5) The reactants are [CH:1]1([CH:7]([N:11]2[C:15]3[CH:16]=[C:17]([F:21])[C:18]([F:20])=[CH:19][C:14]=3[N:13]=[C:12]2[C:22]2[C:23]([O:30][CH3:31])=[N:24][C:25]([O:28][CH3:29])=[CH:26][CH:27]=2)[C:8](O)=[O:9])[CH2:6][CH2:5][CH2:4][CH2:3][CH2:2]1.C(N(CC)CC)C.CN(C(ON1N=NC2C=CC=NC1=2)=[N+](C)C)C.F[P-](F)(F)(F)(F)F.Cl.[NH2:64][C@H:65]1[CH2:70][CH2:69][C@H:68]([OH:71])[CH2:67][CH2:66]1. The catalyst is C(Cl)Cl. The product is [CH:1]1([CH:7]([N:11]2[C:15]3[CH:16]=[C:17]([F:21])[C:18]([F:20])=[CH:19][C:14]=3[N:13]=[C:12]2[C:22]2[C:23]([O:30][CH3:31])=[N:24][C:25]([O:28][CH3:29])=[CH:26][CH:27]=2)[C:8]([NH:64][C@H:65]2[CH2:70][CH2:69][C@H:68]([OH:71])[CH2:67][CH2:66]2)=[O:9])[CH2:6][CH2:5][CH2:4][CH2:3][CH2:2]1. The yield is 0.900. (6) The yield is 0.390. The catalyst is C1COCC1. The reactants are [Br:1][C:2]1[C:10]2[N:9]3[C:11]([CH3:24])=[N:12][C:13]([C:14]4[CH:19]=[CH:18][C:17]([C:20]([OH:23])([CH3:22])[CH3:21])=[CH:16][CH:15]=4)=[C:8]3[CH:7]=[N:6][C:5]=2[N:4]([Si](C(C)C)(C(C)C)C(C)C)[CH:3]=1.CCCC[N+](CCCC)(CCCC)CCCC.[F-]. The product is [Br:1][C:2]1[C:10]2[N:9]3[C:11]([CH3:24])=[N:12][C:13]([C:14]4[CH:15]=[CH:16][C:17]([C:20]([OH:23])([CH3:21])[CH3:22])=[CH:18][CH:19]=4)=[C:8]3[CH:7]=[N:6][C:5]=2[NH:4][CH:3]=1. (7) The reactants are Cl[C:2]1[C:7]([C:8]([F:11])([F:10])[F:9])=[CH:6][CH:5]=[CH:4][N:3]=1.[C:12](=[O:15])([O-])[O-:13].[K+].[K+].O.[C:19](#N)[CH3:20]. The catalyst is [Pd].C1(P(C2C=CC=CC=2)C2C=CC=CC=2)C=CC=CC=1.C1(P(C2C=CC=CC=2)C2C=CC=CC=2)C=CC=CC=1.C1(P(C2C=CC=CC=2)C2C=CC=CC=2)C=CC=CC=1.C1(P(C2C=CC=CC=2)C2C=CC=CC=2)C=CC=CC=1. The product is [F:9][C:8]([F:11])([F:10])[C:7]1[C:2]([C:20]2[CH:19]=[CH:7][C:6]([C:12]([OH:13])=[O:15])=[CH:5][CH:4]=2)=[N:3][CH:4]=[CH:5][CH:6]=1. The yield is 0.810. (8) The reactants are [F:1][C:2]1[CH:3]=[C:4]([C:29]2[C:30]([C:35]#[N:36])=[CH:31][CH:32]=[CH:33][CH:34]=2)[CH:5]=[CH:6][C:7]=1[CH2:8][C:9]1[C:10](=[O:28])[N:11]([C@H:21]2[CH2:26][CH2:25][C@H:24]([OH:27])[CH2:23][CH2:22]2)[C:12]2[N:13]([N:18]=[CH:19][N:20]=2)[C:14]=1[CH2:15][CH2:16][CH3:17].[N+](=[C:39]([CH2:45][CH:46]=[CH2:47])[C:40]([O:42][CH2:43][CH3:44])=[O:41])=[N-]. The catalyst is C1(C)C=CC=CC=1.C([O-])(=O)C.[Rh+2].C([O-])(=O)C. The product is [C:35]([C:30]1[CH:31]=[CH:32][CH:33]=[CH:34][C:29]=1[C:4]1[CH:5]=[CH:6][C:7]([CH2:8][C:9]2[C:10](=[O:28])[N:11]([C@H:21]3[CH2:26][CH2:25][C@H:24]([O:27][CH:39]([CH2:45][CH:46]=[CH2:47])[C:40]([O:42][CH2:43][CH3:44])=[O:41])[CH2:23][CH2:22]3)[C:12]3[N:13]([N:18]=[CH:19][N:20]=3)[C:14]=2[CH2:15][CH2:16][CH3:17])=[C:2]([F:1])[CH:3]=1)#[N:36]. The yield is 0.320.